Dataset: Catalyst prediction with 721,799 reactions and 888 catalyst types from USPTO. Task: Predict which catalyst facilitates the given reaction. (1) Reactant: [OH:1][C:2]1[CH:7]=[CH:6][C:5]([C:8](=[O:11])[CH2:9][CH3:10])=[CH:4][C:3]=1[CH2:12][CH2:13][CH3:14].C(N(CC)CC)C.[F:22][C:23]([F:36])([F:35])[S:24](O[S:24]([C:23]([F:36])([F:35])[F:22])(=[O:26])=[O:25])(=[O:26])=[O:25].[Cl-].[NH4+]. Product: [F:22][C:23]([F:36])([F:35])[S:24]([O:1][C:2]1[CH:7]=[CH:6][C:5]([C:8](=[O:11])[CH2:9][CH3:10])=[CH:4][C:3]=1[CH2:12][CH2:13][CH3:14])(=[O:26])=[O:25]. The catalyst class is: 4. (2) Reactant: C[O:2][C:3]([C:5]1[C:9]([NH:10][C:11](=[O:13])[CH3:12])=[CH:8][S:7][C:6]=1[CH3:14])=[O:4].[OH-].[Na+]. Product: [C:11]([NH:10][C:9]1[C:5]([C:3]([OH:4])=[O:2])=[C:6]([CH3:14])[S:7][CH:8]=1)(=[O:13])[CH3:12]. The catalyst class is: 5. (3) Reactant: S(=O)(=O)(O)O.[Cl:6][C:7]1[CH:12]=[CH:11][C:10]([CH:13]([OH:18])[CH2:14][CH:15]2[CH2:17][O:16]2)=[CH:9][CH:8]=1.C([O-])(O)=O.[Na+]. Product: [Cl:6][C:7]1[CH:12]=[CH:11][C:10]([CH:13]2[O:18][CH2:17][CH:15]([OH:16])[CH2:14]2)=[CH:9][CH:8]=1. The catalyst class is: 12. (4) Reactant: [CH2:1]([O:3][C:4]([C:6]1[S:7][CH:8]=[C:9]2[CH2:14][C:13]([CH3:16])([CH3:15])[CH2:12][CH2:11][C:10]=12)=[O:5])[CH3:2].[Br:17]Br. Product: [CH2:1]([O:3][C:4]([C:6]1[S:7][C:8]([Br:17])=[C:9]2[CH2:14][C:13]([CH3:15])([CH3:16])[CH2:12][CH2:11][C:10]=12)=[O:5])[CH3:2]. The catalyst class is: 15.